Regression. Given a peptide amino acid sequence and an MHC pseudo amino acid sequence, predict their binding affinity value. This is MHC class I binding data. From a dataset of Peptide-MHC class I binding affinity with 185,985 pairs from IEDB/IMGT. (1) The peptide sequence is AVPNGTLV. The MHC is HLA-A68:02 with pseudo-sequence HLA-A68:02. The binding affinity (normalized) is 0.0141. (2) The peptide sequence is VYSFDESSF. The MHC is HLA-B39:01 with pseudo-sequence HLA-B39:01. The binding affinity (normalized) is 0.0847. (3) The peptide sequence is RVLTARKTV. The MHC is HLA-A02:16 with pseudo-sequence HLA-A02:16. The binding affinity (normalized) is 0.0847. (4) The peptide sequence is NSNINVINY. The MHC is HLA-B58:01 with pseudo-sequence HLA-B58:01. The binding affinity (normalized) is 0.0847. (5) The peptide sequence is ADSDDILTL. The MHC is HLA-B18:01 with pseudo-sequence HLA-B18:01. The binding affinity (normalized) is 0. (6) The peptide sequence is FRDYVDRFYK. The MHC is HLA-B44:02 with pseudo-sequence HLA-B44:02. The binding affinity (normalized) is 0.00693. (7) The peptide sequence is SVHQFFWFQ. The MHC is HLA-B15:01 with pseudo-sequence HLA-B15:01. The binding affinity (normalized) is 0.0847.